From a dataset of Experimentally validated miRNA-target interactions with 360,000+ pairs, plus equal number of negative samples. Binary Classification. Given a miRNA mature sequence and a target amino acid sequence, predict their likelihood of interaction. (1) The miRNA is hsa-miR-193b-3p with sequence AACUGGCCCUCAAAGUCCCGCU. The protein sequence of the target gene is MGDWMTVTDPGLSSESKTISQYTSETKMSPSSLYSQQVLCSSIPLSKNVHSFFSAFCTEDNIEQSISYLDQELTTFGFPSLYEESKGKETKRELNIVAVLNCMNELLVLQRKNLLAQENVETQNLKLGSDMDHLQSCYSKLKEQLETSRREMIGLQERDRQLQCKNRNLHQLLKNEKDEVQKLQNIIASRATQYNHDMKRKEREYNKLKERLHQLVMNKKDKKIAMDILNYVGRADGKRGSWRTGKTEARNEDEMYKILLNDYEYRQKQILMENAELKKVLQQMKKEMISLLSPQKKKPR.... Result: 1 (interaction). (2) The miRNA is hsa-miR-499a-5p with sequence UUAAGACUUGCAGUGAUGUUU. The protein sequence of the target gene is MDLRDFYLLAALIACLRLDSAIAQELIYTIREELPENVPIGNIPKDLNISHINAATGTSASLVYRLVSKAGDAPLVKVSSSTGEIFTTSNRIDREKLCAGASYAEENECFFELEVVILPNDFFRLIKIKIIVKDTNDNAPMFPSPVINISIPENTLINSRFPIPSATDPDTGFNGVQHYELLNGQSVFGLDIVETPEGEKWPQLIVQQNLDREQKDTYVMKIKVEDGGTPQKSSTAILQVTVSDVNDNRPVFKEGQVEVHIPENAPVGTSVIQLHATDADIGSNAEIRYIFGAQVAPATK.... Result: 0 (no interaction). (3) The miRNA is hsa-miR-486-3p with sequence CGGGGCAGCUCAGUACAGGAU. The protein sequence of the target gene is MELVGFLCVAVAVLTWGFLRVWNSAERMRSPEQAGLPGAGSRALVVIAHPDDEAMFFAPTMLGLARLEQQVSLLCFSSGNYYNQGEIRKKELLQSCAVLGIPPSRVMIIDKRDFPDDPEVQWDTELVASTLLQHIHANGTDLVVTFDAEGVSGHSNHIALYKAVRALHSGGKLPKGCSVLTLQSVNALRKYAFLLDLPWTLLSPQDVLFVLTSKEVAQAKKAMSCHRSQLLWFRYLYVLFSRYMRINSLRFL. Result: 0 (no interaction). (4) The miRNA is hsa-miR-5698 with sequence UGGGGGAGUGCAGUGAUUGUGG. The protein sequence of the target gene is MASRAPLRAARSPQGPGGPAAPAATGRAALPSAGCCPLPPGRNSSSRPRLLLLLLLLLQDAGGQQGDGCGHTVLGPESGTLTSINYPHTYPNSTVCEWEIRVRTGERIRIKFGDFDIEDSDYCHLNYLKIFNGIGVSRTEIGKYCGLGLQMNQSIESKGSEVTVLFMSGTHAAGRGFLASYSVIDKEDLITCLDTVSNFLEPEFSKYCPAGCLLPFAEISGTIPHGYRDSSPLCMAGIHAGVVSNVLGGQISIVISKGTPYYESSLANNVTSTVGYLSASLFTFKTSGCYGTLGMESGVI.... Result: 0 (no interaction). (5) The miRNA is mmu-miR-758-3p with sequence UUUGUGACCUGGUCCACUA. The protein sequence of the target gene is MGAMAYSLLFCLLLAHLGLGEVGASLDPPGRPDSPRERTPRGKQHGQQLPRASAPDPSIPWSRSTDGTILAQKLAEEVPVDVASYLYTGDFHQLKRANCSGRYELAGLPGKSPSLASSHPSLHGALDTLTHATNFLNMMLQSNKSREQTVQDDLQWYQALVRSLLEGEPSISRAAITFSTESLSTPAPQVFLQATREESRILLQDLSSSAHHLANATLETEWFHGLRRKWRPHLHRRGSNQGPRGLGHSWRRRDGLGGDRSHVKWSPPYLECENGSYKPGWLVTLSAAFYGLQPNLVPEF.... Result: 1 (interaction). (6) Result: 1 (interaction). The protein sequence of the target gene is MSSSAGSGHQPSQSRAIPTRTVAISDAAQLPHDYCTTPGGTLFSTTPGGTRIIYDRKFLLDRRNSPMAQTPPCHLPNIPGVTSPGTLIEDSKVEVNNLNNLNNHDRKHAVGDDAQFEMDI. The miRNA is hsa-miR-3118 with sequence UGUGACUGCAUUAUGAAAAUUCU.